Task: Predict the reactants needed to synthesize the given product.. Dataset: Full USPTO retrosynthesis dataset with 1.9M reactions from patents (1976-2016) (1) Given the product [CH3:30][S:27]([C:24]1[CH:25]=[CH:26][C:21]([CH:13]([C:12]2[NH:37][C:9]([C:7]3[S:8][C:4]([CH:2]([OH:1])[CH3:3])=[CH:5][N:6]=3)=[CH:10][CH:11]=2)[CH2:14][CH:15]2[CH2:16][CH2:17][O:18][CH2:19][CH2:20]2)=[CH:22][CH:23]=1)(=[O:28])=[O:29], predict the reactants needed to synthesize it. The reactants are: [OH:1][CH:2]([C:4]1[S:8][C:7]([C:9](=O)[CH2:10][CH2:11][C:12](=O)[CH:13]([C:21]2[CH:26]=[CH:25][C:24]([S:27]([CH3:30])(=[O:29])=[O:28])=[CH:23][CH:22]=2)[CH2:14][CH:15]2[CH2:20][CH2:19][O:18][CH2:17][CH2:16]2)=[N:6][CH:5]=1)[CH3:3].C([O-])(=O)C.[NH4+:37].[OH-].[Na+]. (2) Given the product [Cl:1][C:2]1[C:11]([C@@H:12]([NH:14][C:22](=[O:23])[O:31][C:32]([CH3:35])([CH3:34])[CH3:33])[CH3:13])=[CH:10][C:9]2[C:4](=[CH:5][C:6]([F:25])=[CH:7][CH:8]=2)[N:3]=1, predict the reactants needed to synthesize it. The reactants are: [Cl:1][C:2]1[C:11]([C@@H:12]([N:14]2[C:22](=[O:23])C3C(=CC=CC=3)C2=O)[CH3:13])=[CH:10][C:9]2[C:4](=[CH:5][C:6]([F:25])=[CH:7][CH:8]=2)[N:3]=1.NN.O(C([O:31][C:32]([CH3:35])([CH3:34])[CH3:33])=O)C([O:31][C:32]([CH3:35])([CH3:34])[CH3:33])=O. (3) Given the product [OH:14][C:2]1[C:3]([CH3:13])=[CH:4][C:5]([CH3:12])=[C:6]([CH:11]=1)[C:7]([O:9][CH3:10])=[O:8], predict the reactants needed to synthesize it. The reactants are: N[C:2]1[C:3]([CH3:13])=[CH:4][C:5]([CH3:12])=[C:6]([CH:11]=1)[C:7]([O:9][CH3:10])=[O:8].[OH:14]S(O)(=O)=O.N([O-])=O.[Na+]. (4) Given the product [CH2:1]([O:3][C:4]([CH:6]1[CH2:12][CH2:11][CH2:10][CH2:9][N:8]([C:13]([O:15][C:16]([CH3:17])([CH3:19])[CH3:18])=[O:14])[CH2:7]1)=[O:5])[CH3:2], predict the reactants needed to synthesize it. The reactants are: [CH2:1]([O:3][C:4]([CH:6]1[CH2:12][CH:11]=[CH:10][CH2:9][N:8]([C:13]([O:15][C:16]([CH3:19])([CH3:18])[CH3:17])=[O:14])[CH2:7]1)=[O:5])[CH3:2].